Predict the product of the given reaction. From a dataset of Forward reaction prediction with 1.9M reactions from USPTO patents (1976-2016). (1) Given the reactants [NH2:1][C:2]1[CH:3]=[C:4]([C:8]2[C:16]3[C:11](=[N:12][CH:13]=[C:14]4[C:19](=[O:20])[N:18]([CH2:21][CH2:22][C:23]5[CH:28]=[CH:27][CH:26]=[CH:25][CH:24]=5)[C:17](=[O:29])[C:15]4=3)[N:10]([CH2:30][C:31]3[CH:36]=[CH:35][C:34]([O:37][CH3:38])=[CH:33][CH:32]=3)[N:9]=2)[CH:5]=[CH:6][CH:7]=1.C(N(CC)CC)C.[C:46](Cl)(=[O:53])[C:47]1[CH:52]=[CH:51][CH:50]=[CH:49][CH:48]=1, predict the reaction product. The product is: [CH3:38][O:37][C:34]1[CH:33]=[CH:32][C:31]([CH2:30][N:10]2[C:11]3=[N:12][CH:13]=[C:14]4[C:19](=[O:20])[N:18]([CH2:21][CH2:22][C:23]5[CH:28]=[CH:27][CH:26]=[CH:25][CH:24]=5)[C:17](=[O:29])[C:15]4=[C:16]3[C:8]([C:4]3[CH:3]=[C:2]([NH:1][C:46](=[O:53])[C:47]4[CH:52]=[CH:51][CH:50]=[CH:49][CH:48]=4)[CH:7]=[CH:6][CH:5]=3)=[N:9]2)=[CH:36][CH:35]=1. (2) Given the reactants C[O:2][C:3]1[CH:4]=[CH:5][C:6]2[O:10][C:9]([C:11]3[CH:16]=[CH:15][C:14]([OH:17])=[CH:13][C:12]=3[CH3:18])=[CH:8][C:7]=2[CH:19]=1.N1C(=O)CC[C@H]1C(O)=O.Cl, predict the reaction product. The product is: [OH:17][C:14]1[CH:15]=[CH:16][C:11]([C:9]2[O:10][C:6]3[CH:5]=[CH:4][C:3]([OH:2])=[CH:19][C:7]=3[CH:8]=2)=[C:12]([CH3:18])[CH:13]=1. (3) Given the reactants [Cl:1][C:2]1[CH:3]=[C:4]([CH:6]=[CH:7][C:8]=1[O:9][C:10]1[C:19]2[C:14](=[CH:15][C:16]([O:22][CH3:23])=[C:17]([O:20][CH3:21])[CH:18]=2)[N:13]=[CH:12][CH:11]=1)[NH2:5].C(N(C(C)C)CC)(C)C.ClC(Cl)(O[C:37](=[O:43])OC(Cl)(Cl)Cl)Cl.[NH2:45][C:46]1[S:47][C:48]([CH:51]2[CH2:53][CH2:52]2)=[N:49][N:50]=1, predict the reaction product. The product is: [Cl:1][C:2]1[CH:3]=[C:4]([NH:5][C:37]([NH:45][C:46]2[S:47][C:48]([CH:51]3[CH2:53][CH2:52]3)=[N:49][N:50]=2)=[O:43])[CH:6]=[CH:7][C:8]=1[O:9][C:10]1[C:19]2[C:14](=[CH:15][C:16]([O:22][CH3:23])=[C:17]([O:20][CH3:21])[CH:18]=2)[N:13]=[CH:12][CH:11]=1. (4) Given the reactants Cl[C:2]1[C:7]([C:8]([O:10][CH2:11][CH3:12])=[O:9])=[CH:6][N:5]=[C:4]([C:13]2[CH:18]=[C:17]([F:19])[CH:16]=[C:15]([F:20])[CH:14]=2)[CH:3]=1.[CH3:21][O:22][C:23]1[CH:24]=[CH:25][C:26]([Cl:30])=[C:27]([OH:29])[CH:28]=1, predict the reaction product. The product is: [Cl:30][C:26]1[CH:25]=[CH:24][C:23]([O:22][CH3:21])=[CH:28][C:27]=1[O:29][C:2]1[C:7]([C:8]([O:10][CH2:11][CH3:12])=[O:9])=[CH:6][N:5]=[C:4]([C:13]2[CH:18]=[C:17]([F:19])[CH:16]=[C:15]([F:20])[CH:14]=2)[CH:3]=1. (5) Given the reactants [CH3:1][O:2][C:3]1[CH:4]=[C:5]([CH2:11][CH:12]([OH:15])[CH2:13][CH3:14])[CH:6]=[CH:7][C:8]=1[O:9][CH3:10].Br[C:17]1C=CC(C=O)=CC=1, predict the reaction product. The product is: [CH3:1][O:2][C:3]1[CH:4]=[C:5]([CH2:11][CH:12]([OH:15])[CH:13]([CH3:17])[CH3:14])[CH:6]=[CH:7][C:8]=1[O:9][CH3:10].